From a dataset of Full USPTO retrosynthesis dataset with 1.9M reactions from patents (1976-2016). Predict the reactants needed to synthesize the given product. Given the product [C:1]([C:4]1[C:24](=[O:25])[C@@:8]2([CH3:26])[C:9]3[C:15]([O:16][CH2:17][CH3:18])=[CH:14][C:13]([O:19][CH3:20])=[C:12]([C:21]([NH:23][CH2:39][C:30]4[C:31]5[C:36](=[CH:35][CH:34]=[CH:33][CH:32]=5)[CH:37]=[CH:38][C:29]=4[CH3:28])=[O:22])[C:10]=3[O:11][C:7]2=[CH:6][C:5]=1[OH:27])(=[O:3])[CH3:2], predict the reactants needed to synthesize it. The reactants are: [C:1]([C:4]1[C:24](=[O:25])[C@@:8]2([CH3:26])[C:9]3[C:15]([O:16][CH2:17][CH3:18])=[CH:14][C:13]([O:19][CH3:20])=[C:12]([C:21]([NH2:23])=[O:22])[C:10]=3[O:11][C:7]2=[CH:6][C:5]=1[OH:27])(=[O:3])[CH3:2].[CH3:28][C:29]1[CH:38]=[CH:37][C:36]2[C:31](=[CH:32][CH:33]=[CH:34][CH:35]=2)[C:30]=1[CH:39]=O.C([SiH](CC)CC)C.FC(F)(F)C(O)=O.